From a dataset of NCI-60 drug combinations with 297,098 pairs across 59 cell lines. Regression. Given two drug SMILES strings and cell line genomic features, predict the synergy score measuring deviation from expected non-interaction effect. (1) Drug 1: CC(C)CN1C=NC2=C1C3=CC=CC=C3N=C2N. Drug 2: N.N.Cl[Pt+2]Cl. Cell line: SNB-75. Synergy scores: CSS=32.7, Synergy_ZIP=-9.76, Synergy_Bliss=-1.24, Synergy_Loewe=1.41, Synergy_HSA=1.55. (2) Drug 1: CC12CCC3C(C1CCC2=O)CC(=C)C4=CC(=O)C=CC34C. Drug 2: CC1CCCC2(C(O2)CC(NC(=O)CC(C(C(=O)C(C1O)C)(C)C)O)C(=CC3=CSC(=N3)C)C)C. Cell line: DU-145. Synergy scores: CSS=53.3, Synergy_ZIP=-0.0685, Synergy_Bliss=-0.641, Synergy_Loewe=-1.28, Synergy_HSA=-1.87. (3) Drug 2: C1CN(P(=O)(OC1)NCCCl)CCCl. Drug 1: CC12CCC3C(C1CCC2O)C(CC4=C3C=CC(=C4)O)CCCCCCCCCS(=O)CCCC(C(F)(F)F)(F)F. Cell line: NCI-H460. Synergy scores: CSS=-2.62, Synergy_ZIP=2.08, Synergy_Bliss=1.95, Synergy_Loewe=-1.14, Synergy_HSA=-1.17. (4) Drug 1: C1CCC(C1)C(CC#N)N2C=C(C=N2)C3=C4C=CNC4=NC=N3. Drug 2: C1=CC=C(C(=C1)C(C2=CC=C(C=C2)Cl)C(Cl)Cl)Cl. Cell line: KM12. Synergy scores: CSS=19.3, Synergy_ZIP=0.385, Synergy_Bliss=3.35, Synergy_Loewe=-9.11, Synergy_HSA=4.16. (5) Drug 1: CC(CN1CC(=O)NC(=O)C1)N2CC(=O)NC(=O)C2. Drug 2: C1=NC2=C(N=C(N=C2N1C3C(C(C(O3)CO)O)O)F)N. Cell line: K-562. Synergy scores: CSS=23.4, Synergy_ZIP=-1.02, Synergy_Bliss=2.09, Synergy_Loewe=2.98, Synergy_HSA=2.88. (6) Drug 1: C1=CC(=CC=C1CC(C(=O)O)N)N(CCCl)CCCl.Cl. Drug 2: CC1=C(C(=O)C2=C(C1=O)N3CC4C(C3(C2COC(=O)N)OC)N4)N. Cell line: RXF 393. Synergy scores: CSS=7.15, Synergy_ZIP=2.43, Synergy_Bliss=6.72, Synergy_Loewe=3.50, Synergy_HSA=3.66. (7) Drug 1: C1CCC(CC1)NC(=O)N(CCCl)N=O. Drug 2: C1=CN(C=N1)CC(O)(P(=O)(O)O)P(=O)(O)O. Cell line: 786-0. Synergy scores: CSS=29.8, Synergy_ZIP=-15.3, Synergy_Bliss=-17.5, Synergy_Loewe=-29.5, Synergy_HSA=-13.9. (8) Drug 1: CCC1(CC2CC(C3=C(CCN(C2)C1)C4=CC=CC=C4N3)(C5=C(C=C6C(=C5)C78CCN9C7C(C=CC9)(C(C(C8N6C)(C(=O)OC)O)OC(=O)C)CC)OC)C(=O)OC)O.OS(=O)(=O)O. Drug 2: CC1CCCC2(C(O2)CC(NC(=O)CC(C(C(=O)C(C1O)C)(C)C)O)C(=CC3=CSC(=N3)C)C)C. Cell line: HOP-62. Synergy scores: CSS=36.3, Synergy_ZIP=3.48, Synergy_Bliss=2.43, Synergy_Loewe=-3.96, Synergy_HSA=2.22.